This data is from Forward reaction prediction with 1.9M reactions from USPTO patents (1976-2016). The task is: Predict the product of the given reaction. (1) The product is: [CH:1]1([N:4]2[CH2:5][C:6]3[C:7](=[CH:9][CH:10]=[CH:11][C:12]=3[F:13])[NH:8][C:19]2=[O:20])[CH2:2][CH2:3]1. Given the reactants [CH:1]1([NH:4][CH2:5][C:6]2[C:12]([F:13])=[CH:11][CH:10]=[CH:9][C:7]=2[NH2:8])[CH2:3][CH2:2]1.C1N=CN([C:19](N2C=NC=C2)=[O:20])C=1, predict the reaction product. (2) The product is: [Br-:26].[CH2:32]([O:31][C:27]1[CH:28]=[CH:29][CH:30]=[C:23]([O:22][CH2:20][CH3:21])[C:24]=1[CH2:25][P+:7]([C:1]1[CH:2]=[CH:3][CH:4]=[CH:5][CH:6]=1)([C:8]1[CH:13]=[CH:12][CH:11]=[CH:10][CH:9]=1)[C:14]1[CH:15]=[CH:16][CH:17]=[CH:18][CH:19]=1)[CH3:33]. Given the reactants [C:1]1([P:7]([C:14]2[CH:19]=[CH:18][CH:17]=[CH:16][CH:15]=2)[C:8]2[CH:13]=[CH:12][CH:11]=[CH:10][CH:9]=2)[CH:6]=[CH:5][CH:4]=[CH:3][CH:2]=1.[CH2:20]([O:22][C:23]1[CH:30]=[CH:29][CH:28]=[C:27]([O:31][CH2:32][CH3:33])[C:24]=1[CH2:25][Br:26])[CH3:21].C(OCC)C, predict the reaction product. (3) Given the reactants [CH2:1]([N:8]1[CH2:13][CH2:12][NH:11][CH2:10][CH2:9]1)[C:2]1[CH:7]=[CH:6][CH:5]=[CH:4][CH:3]=1.[CH2:14]([O:21][CH2:22][C:23](Cl)=[O:24])[C:15]1[CH:20]=[CH:19][CH:18]=[CH:17][CH:16]=1.C(N(CC)CC)C, predict the reaction product. The product is: [CH2:14]([O:21][CH2:22][C:23]([N:11]1[CH2:12][CH2:13][N:8]([CH2:1][C:2]2[CH:3]=[CH:4][CH:5]=[CH:6][CH:7]=2)[CH2:9][CH2:10]1)=[O:24])[C:15]1[CH:20]=[CH:19][CH:18]=[CH:17][CH:16]=1. (4) Given the reactants [CH3:1][O:2][C:3]1[CH:4]=[CH:5][C:6]([CH2:17][C:18]([C:20]2([CH3:23])[CH2:22][CH2:21]2)=[O:19])=[C:7]([NH:9][C:10](=[O:16])[O:11][C:12]([CH3:15])([CH3:14])[CH3:13])[CH:8]=1.[H-].[Na+].Cl[CH2:27][C:28]1[N:33]=[C:32]([C:34]#[N:35])[CH:31]=[CH:30][CH:29]=1.[Cl-].[NH4+], predict the reaction product. The product is: [C:34]([C:32]1[N:33]=[C:28]([CH2:27][CH:17]([C:6]2[CH:5]=[CH:4][C:3]([O:2][CH3:1])=[CH:8][C:7]=2[NH:9][C:10](=[O:16])[O:11][C:12]([CH3:15])([CH3:13])[CH3:14])[C:18]([C:20]2([CH3:23])[CH2:22][CH2:21]2)=[O:19])[CH:29]=[CH:30][CH:31]=1)#[N:35].